Dataset: Forward reaction prediction with 1.9M reactions from USPTO patents (1976-2016). Task: Predict the product of the given reaction. The product is: [C:6]([C:5]1[CH:4]=[CH:3][C:2]([NH:1][C:23](=[O:24])[C:22]2[CH:26]=[CH:27][C:19]([CH2:16][CH2:17][CH3:18])=[CH:20][CH:21]=2)=[CH:15][CH:14]=1)(=[O:7])[C:8]1[CH:13]=[CH:12][CH:11]=[CH:10][CH:9]=1. Given the reactants [NH2:1][C:2]1[CH:15]=[CH:14][C:5]([C:6]([C:8]2[CH:13]=[CH:12][CH:11]=[CH:10][CH:9]=2)=[O:7])=[CH:4][CH:3]=1.[CH2:16]([C:19]1[CH:27]=[CH:26][C:22]([C:23](Cl)=[O:24])=[CH:21][CH:20]=1)[CH2:17][CH3:18].C(N(CC)CC)C, predict the reaction product.